Dataset: Catalyst prediction with 721,799 reactions and 888 catalyst types from USPTO. Task: Predict which catalyst facilitates the given reaction. (1) Reactant: C(OC([N:8]1[CH2:12][CH2:11][C@H:10]([O:13][C:14]2[CH:15]=[CH:16][C:17]3[O:22][CH2:21][CH2:20][N:19]([C:23]4[CH:24]=[N:25][C:26]([O:37][CH3:38])=[C:27]([NH:29]C(OC(C)(C)C)=O)[CH:28]=4)[C:18]=3[CH:39]=2)[CH2:9]1)=O)(C)(C)C.C(O)(C(F)(F)F)=O. Product: [CH3:38][O:37][C:26]1[C:27]([NH2:29])=[CH:28][C:23]([N:19]2[C:18]3[CH:39]=[C:14]([O:13][C@H:10]4[CH2:11][CH2:12][NH:8][CH2:9]4)[CH:15]=[CH:16][C:17]=3[O:22][CH2:21][CH2:20]2)=[CH:24][N:25]=1. The catalyst class is: 2. (2) Reactant: [CH2:1]([OH:8])[C:2]1[CH:7]=[CH:6][CH:5]=[CH:4][CH:3]=1.[H-].[Na+].F[C:12]1[CH:17]=[CH:16][C:15]([O:18][CH3:19])=[CH:14][C:13]=1[C:20]([F:23])([F:22])[F:21]. Product: [CH2:1]([O:8][C:12]1[CH:17]=[CH:16][C:15]([O:18][CH3:19])=[CH:14][C:13]=1[C:20]([F:21])([F:22])[F:23])[C:2]1[CH:7]=[CH:6][CH:5]=[CH:4][CH:3]=1. The catalyst class is: 179. (3) Reactant: [S:1]1[C:5]2[CH:6]=[CH:7][CH:8]=[CH:9][C:4]=2[N:3]=[C:2]1[C:10](=[C:13](SC)SC)[C:11]#[N:12].[C:18]([NH:21][CH2:22][CH2:23][NH2:24])(=[O:20])[CH3:19].O.[NH2:26][NH2:27]. Product: [NH2:12][C:11]1[NH:27][N:26]=[C:13]([NH:24][CH2:23][CH2:22][NH:21][C:18](=[O:20])[CH3:19])[C:10]=1[C:2]1[S:1][C:5]2[CH:6]=[CH:7][CH:8]=[CH:9][C:4]=2[N:3]=1. The catalyst class is: 8. (4) Reactant: [Al+3].[Cl-].[Cl-].[Cl-].[C:5]([C:7]([C:10]1[CH:18]=[CH:17][C:13]([C:14](Cl)=[O:15])=[CH:12][CH:11]=1)([CH3:9])[CH3:8])#[N:6].[Br:19][C:20]1[CH:21]=[C:22]2[C:26](=[CH:27][CH:28]=1)[N:25]([S:29]([C:32]1[CH:38]=[CH:37][C:35]([CH3:36])=[CH:34][CH:33]=1)(=[O:31])=[O:30])[CH:24]=[CH:23]2. Product: [Br:19][C:20]1[CH:21]=[C:22]2[C:26](=[CH:27][CH:28]=1)[N:25]([S:29]([C:32]1[CH:38]=[CH:37][C:35]([CH3:36])=[CH:34][CH:33]=1)(=[O:31])=[O:30])[CH:24]=[C:23]2[C:14]([C:13]1[CH:17]=[CH:18][C:10]([C:7]([CH3:9])([CH3:8])[C:5]#[N:6])=[CH:11][CH:12]=1)=[O:15]. The catalyst class is: 2. (5) Reactant: [C:1]1([C:7](=[O:16])[CH:8]([C:10]2[CH:15]=[CH:14][CH:13]=[CH:12][N:11]=2)[CH3:9])[CH:6]=[CH:5][CH:4]=[CH:3][CH:2]=1.[H-].[Na+].[CH3:19]I. Product: [CH3:9][C:8]([C:10]1[CH:15]=[CH:14][CH:13]=[CH:12][N:11]=1)([CH3:19])[C:7]([C:1]1[CH:2]=[CH:3][CH:4]=[CH:5][CH:6]=1)=[O:16]. The catalyst class is: 1. (6) Reactant: [C:1]([O:12][CH2:13][CH3:14])(=[O:11])[C:2]1[CH:10]=[CH:9][C:7]([OH:8])=[C:4]([O:5][CH3:6])[CH:3]=1.C(=O)([O-])[O-].[K+].[K+].Br[CH2:22][CH2:23][CH2:24][CH2:25][CH2:26][CH3:27]. Product: [CH2:13]([O:12][C:1](=[O:11])[C:2]1[CH:10]=[CH:9][C:7]([O:8][CH2:22][CH2:23][CH2:24][CH2:25][CH2:26][CH3:27])=[C:4]([O:5][CH3:6])[CH:3]=1)[CH3:14]. The catalyst class is: 21. (7) Reactant: [C:1]([C@H:5]1[CH2:10][CH2:9][C@H:8]([O:11][C:12]2[CH:13]=[C:14]3[C:19](=[CH:20][CH:21]=2)[C:18]([CH2:22][N:23]2[CH2:28][CH2:27][CH:26]([C:29]([O:31]CC)=[O:30])[CH2:25][CH2:24]2)=[CH:17][CH:16]=[CH:15]3)[CH2:7][CH2:6]1)([CH3:4])([CH3:3])[CH3:2].[OH-].[Na+]. Product: [C:1]([C@H:5]1[CH2:10][CH2:9][C@H:8]([O:11][C:12]2[CH:13]=[C:14]3[C:19](=[CH:20][CH:21]=2)[C:18]([CH2:22][N:23]2[CH2:24][CH2:25][CH:26]([C:29]([OH:31])=[O:30])[CH2:27][CH2:28]2)=[CH:17][CH:16]=[CH:15]3)[CH2:7][CH2:6]1)([CH3:4])([CH3:2])[CH3:3]. The catalyst class is: 88. (8) Reactant: [CH3:1][O:2][C:3]([C:5]1[S:24][C:8]2[C:9]3[CH:10]=[CH:11][CH:12]=[C:13]([NH:16]C(OC(C)(C)C)=O)[C:14]=3[S:15][C:7]=2[C:6]=1[O:25][CH2:26][C:27]([O:29][CH2:30][CH3:31])=[O:28])=[O:4].FC(F)(F)C(O)=O. Product: [CH3:1][O:2][C:3]([C:5]1[S:24][C:8]2[C:9]3[CH:10]=[CH:11][CH:12]=[C:13]([NH2:16])[C:14]=3[S:15][C:7]=2[C:6]=1[O:25][CH2:26][C:27]([O:29][CH2:30][CH3:31])=[O:28])=[O:4]. The catalyst class is: 2.